From a dataset of Full USPTO retrosynthesis dataset with 1.9M reactions from patents (1976-2016). Predict the reactants needed to synthesize the given product. (1) Given the product [Cl:1][C:2]1[CH:7]=[CH:6][C:5]([CH:8]2[C:9]3[C:10]([C:20]([F:21])([F:22])[F:23])=[N:11][N:12]([CH:17]4[CH2:19][CH2:18]4)[C:13]=3[C:14](=[O:15])[N:24]2[C:25]2[CH:30]=[C:29]([CH3:31])[C:28](=[O:32])[N:27]([CH3:33])[CH:26]=2)=[CH:4][CH:3]=1, predict the reactants needed to synthesize it. The reactants are: [Cl:1][C:2]1[CH:7]=[CH:6][C:5]([CH:8]([NH:24][C:25]2[CH:30]=[C:29]([CH3:31])[C:28](=[O:32])[N:27]([CH3:33])[CH:26]=2)[C:9]2[C:10]([C:20]([F:23])([F:22])[F:21])=[N:11][N:12]([CH:17]3[CH2:19][CH2:18]3)[C:13]=2[C:14](O)=[O:15])=[CH:4][CH:3]=1. (2) Given the product [CH3:1][O:2][C:3](=[O:28])[CH2:4][CH2:5][NH:6][C:7](=[O:27])[C:8]1[CH:13]=[CH:12][C:11]([CH:14]([S:19][C:20]2[CH:25]=[CH:24][C:23]([C:41]3[CH:40]=[CH:39][C:38]([O:37][C:36]([F:35])([F:47])[F:48])=[CH:43][CH:42]=3)=[CH:22][CH:21]=2)[CH2:15][CH:16]([CH3:18])[CH3:17])=[CH:10][CH:9]=1, predict the reactants needed to synthesize it. The reactants are: [CH3:1][O:2][C:3](=[O:28])[CH2:4][CH2:5][NH:6][C:7](=[O:27])[C:8]1[CH:13]=[CH:12][C:11]([CH:14]([S:19][C:20]2[CH:25]=[CH:24][C:23](Br)=[CH:22][CH:21]=2)[CH2:15][CH:16]([CH3:18])[CH3:17])=[CH:10][CH:9]=1.C(=O)([O-])[O-].[K+].[K+].[F:35][C:36]([F:48])([F:47])[O:37][C:38]1[CH:43]=[CH:42][C:41](B(O)O)=[CH:40][CH:39]=1. (3) Given the product [CH3:3][C:2]([NH:14][CH:15]1[CH2:19][CH:18]([C:20]2[CH:25]=[CH:24][CH:23]=[CH:22][C:21]=2[F:26])[N:17]([C:27]2[CH:28]=[CH:29][C:30]([O:33][CH:34]([F:36])[F:35])=[CH:31][CH:32]=2)[C:16]1=[O:37])([C:4]1[CH:9]=[CH:8][CH:7]=[C:6]([C:10]([F:11])([F:12])[F:13])[N:5]=1)[CH3:1], predict the reactants needed to synthesize it. The reactants are: [CH3:1][C:2]([NH:14][C:15]1[C:16](=[O:37])[N:17]([C:27]2[CH:32]=[CH:31][C:30]([O:33][CH:34]([F:36])[F:35])=[CH:29][CH:28]=2)[CH:18]([C:20]2[CH:25]=[CH:24][CH:23]=[CH:22][C:21]=2[F:26])[CH:19]=1)([C:4]1[CH:9]=[CH:8][CH:7]=[C:6]([C:10]([F:13])([F:12])[F:11])[N:5]=1)[CH3:3].C([BH3-])#N.[Na+]. (4) Given the product [CH:9]1([C:1](=[N:19][NH:18][C:15]([NH2:17])=[NH:16])[C:2]2[CH:7]=[CH:6][CH:5]=[CH:4][CH:3]=2)[CH2:14][CH2:13][CH2:12][CH2:11][CH2:10]1, predict the reactants needed to synthesize it. The reactants are: [C:1]([CH:9]1[CH2:14][CH2:13][CH2:12][CH2:11][CH2:10]1)(=O)[C:2]1[CH:7]=[CH:6][CH:5]=[CH:4][CH:3]=1.[C:15]([NH:18][NH2:19])([NH2:17])=[NH:16].Cl. (5) The reactants are: [F:1][C:2]([F:8])(F)S(O)(=O)=O.S1CCCSC1=[C:15]1[CH2:24][CH2:23][C:18]2([O:22][CH2:21][CH2:20][O:19]2)[CH2:17][CH2:16]1.[Br:25][C:26]1[CH:31]=[CH:30][C:29]([OH:32])=[CH:28][CH:27]=1.[OH-].[Na+]. Given the product [Br:25][C:26]1[CH:31]=[CH:30][C:29]([O:32][C:2]([F:8])([F:1])[CH:15]2[CH2:16][CH2:17][C:18]3([O:19][CH2:20][CH2:21][O:22]3)[CH2:23][CH2:24]2)=[CH:28][CH:27]=1, predict the reactants needed to synthesize it. (6) Given the product [CH:1]1([C@H:5]([NH:13][C:14]([C:16]2[C:21]([CH3:22])=[CH:20][C:19](=[O:18])[N:29]([NH2:30])[C:17]=2[CH3:24])=[O:15])[C:6]2[CH:11]=[CH:10][CH:9]=[C:8]([F:12])[CH:7]=2)[CH2:4][CH2:3][CH2:2]1, predict the reactants needed to synthesize it. The reactants are: [CH:1]1([C@H:5]([NH:13][C:14]([C:16]2[C:21]([CH3:22])=[CH:20][C:19](=O)[O:18][C:17]=2[CH3:24])=[O:15])[C:6]2[CH:11]=[CH:10][CH:9]=[C:8]([F:12])[CH:7]=2)[CH2:4][CH2:3][CH2:2]1.C(O)C.O.[NH2:29][NH2:30].C(O)(=O)C.C([O-])([O-])=O.[Na+].[Na+]. (7) Given the product [CH3:22][C:18]1[CH:19]=[C:20]([CH3:21])[N:16]([CH2:15][C:14]([N:11]2[CH2:12][CH2:13][N:8]([C:3]3[CH:4]=[CH:5][CH:6]=[CH:7][C:2]=3[NH:1][C:33](=[O:40])[C:34]3[CH:39]=[CH:38][CH:37]=[CH:36][CH:35]=3)[CH2:9][CH2:10]2)=[O:23])[N:17]=1, predict the reactants needed to synthesize it. The reactants are: [NH2:1][C:2]1[CH:7]=[CH:6][CH:5]=[CH:4][C:3]=1[N:8]1[CH2:13][CH2:12][N:11]([C:14](=[O:23])[CH2:15][N:16]2[C:20]([CH3:21])=[CH:19][C:18]([CH3:22])=[N:17]2)[CH2:10][CH2:9]1.C(N(C(C)C)CC)(C)C.[C:33](Cl)(=[O:40])[C:34]1[CH:39]=[CH:38][CH:37]=[CH:36][CH:35]=1. (8) Given the product [NH3:1].[CH2:45]([Cl:47])[Cl:46].[CH3:19][N:20]([CH2:21][CH2:22][C:23]1[CH:28]=[CH:27][CH:26]=[CH:25][CH:24]=1)[CH2:15][C:14]1[CH:17]=[CH:18][C:11]([O:10][CH2:9][CH2:8][CH2:7][N:1]2[CH2:6][CH2:5][CH2:4][CH2:3][CH2:2]2)=[CH:12][CH:13]=1, predict the reactants needed to synthesize it. The reactants are: [N:1]1([CH2:7][CH2:8][CH2:9][O:10][C:11]2[CH:18]=[CH:17][C:14]([CH:15]=O)=[CH:13][CH:12]=2)[CH2:6][CH2:5][CH2:4][CH2:3][CH2:2]1.[CH3:19][NH:20][CH2:21][CH2:22][C:23]1[CH:28]=[CH:27][CH:26]=[CH:25][CH:24]=1.C(O[BH-](OC(=O)C)OC(=O)C)(=O)C.[Na+].[OH-].[Na+].[CH2:45]([Cl:47])[Cl:46]. (9) Given the product [OH:53][C@H:52]([CH2:51][OH:50])[CH2:54][CH2:55][NH:56][C:25]([CH:23]1[CH:22]([C:28]2[CH:33]=[CH:32][CH:31]=[C:30]([Cl:34])[C:29]=2[F:35])[C:21]([C:38]2[CH:43]=[CH:42][C:41]([Cl:44])=[CH:40][C:39]=2[F:45])([C:36]#[N:37])[CH:20]([CH2:19][C:18]([C:16]([O:15][CH2:8][C:9]2[CH:10]=[CH:11][CH:12]=[CH:13][CH:14]=2)=[O:17])([CH3:47])[CH3:46])[NH:24]1)=[O:27], predict the reactants needed to synthesize it. The reactants are: FC(F)(F)C(O)=O.[CH2:8]([O:15][C:16]([C:18]([CH3:47])([CH3:46])[CH2:19][CH:20]1[NH:24][CH:23]([C:25]([OH:27])=O)[CH:22]([C:28]2[CH:33]=[CH:32][CH:31]=[C:30]([Cl:34])[C:29]=2[F:35])[C:21]1([C:38]1[CH:43]=[CH:42][C:41]([Cl:44])=[CH:40][C:39]=1[F:45])[C:36]#[N:37])=[O:17])[C:9]1[CH:14]=[CH:13][CH:12]=[CH:11][CH:10]=1.CC1(C)[O:53][C@@H:52]([CH2:54][CH2:55][NH2:56])[CH2:51][O:50]1.CN(C(ON1N=NC2C=CC=NC1=2)=[N+](C)C)C.F[P-](F)(F)(F)(F)F.CCN(C(C)C)C(C)C.Cl. (10) Given the product [Br:1][C:18]1[C:14]2[CH:13]=[CH:12][CH:11]=[C:10]([Br:9])[C:15]=2[S:16][CH:17]=1, predict the reactants needed to synthesize it. The reactants are: [Br:1]N1C(=O)CCC1=O.[Br:9][C:10]1[C:15]2[S:16][CH:17]=[CH:18][C:14]=2[CH:13]=[CH:12][CH:11]=1.